From a dataset of Full USPTO retrosynthesis dataset with 1.9M reactions from patents (1976-2016). Predict the reactants needed to synthesize the given product. (1) Given the product [NH2:1][C:2]1[C:6]([C:7](=[O:36])[NH2:8])=[C:5]([C:9]2[CH:14]=[CH:13][C:12]([O:15][C:16]3[CH:21]=[CH:20][CH:19]=[CH:18][CH:17]=3)=[CH:11][CH:10]=2)[N:4]([C@@H:22]2[CH2:27][CH2:26][CH2:25][N:24]([C:28]([O:30][C:31]([CH3:34])([CH3:33])[CH3:32])=[O:29])[CH2:23]2)[N:3]=1, predict the reactants needed to synthesize it. The reactants are: [NH2:1][C:2]1[C:6]([C:7]#[N:8])=[C:5]([C:9]2[CH:14]=[CH:13][C:12]([O:15][C:16]3[CH:21]=[CH:20][CH:19]=[CH:18][CH:17]=3)=[CH:11][CH:10]=2)[N:4]([C@@H:22]2[CH2:27][CH2:26][CH2:25][N:24]([C:28]([O:30][C:31]([CH3:34])([CH3:33])[CH3:32])=[O:29])[CH2:23]2)[N:3]=1.C([O-])([O-])=[O:36].[K+].[K+].OO.O. (2) Given the product [CH:2]([C@H:3]1[CH2:8][C@@H:7]2[C@@H:5]([CH2:6]2)[N:4]1[C:9]([O:11][C:12]([CH3:15])([CH3:14])[CH3:13])=[O:10])=[O:1], predict the reactants needed to synthesize it. The reactants are: [OH:1][CH2:2][C@H:3]1[CH2:8][C@@H:7]2[C@@H:5]([CH2:6]2)[N:4]1[C:9]([O:11][C:12]([CH3:15])([CH3:14])[CH3:13])=[O:10].C(N(CC)CC)C.N1C=CC=CC=1.S(=O)(=O)=O.Cl. (3) Given the product [NH2:14][C:10]1[CH:11]=[C:12]2[C:7](=[CH:8][CH:9]=1)[NH:6][C:5]([C:1]([CH3:4])([CH3:3])[CH3:2])=[CH:13]2, predict the reactants needed to synthesize it. The reactants are: [C:1]([C:5]1[NH:6][C:7]2[C:12]([CH:13]=1)=[CH:11][C:10]([N+:14]([O-])=O)=[CH:9][CH:8]=2)([CH3:4])([CH3:3])[CH3:2]. (4) The reactants are: Br[C:2]1[CH:7]=[C:6]([CH3:8])[C:5]([C:9]2[C:10](=[O:19])[CH:11]3[CH2:18][CH:14]([C:15]=2[O:16][CH3:17])[CH2:13][CH2:12]3)=[C:4]([CH3:20])[CH:3]=1.[F-].[Cs+].[CH2:23]([Sn](CCCC)(CCCC)C=CC)[CH2:24]CC. Given the product [C:23]([C:2]1[CH:7]=[C:6]([CH3:8])[C:5]([C:9]2[C:10](=[O:19])[CH:11]3[CH2:18][CH:14]([C:15]=2[O:16][CH3:17])[CH2:13][CH2:12]3)=[C:4]([CH3:20])[CH:3]=1)#[CH:24], predict the reactants needed to synthesize it. (5) Given the product [F:1][C:2]1[CH:3]=[CH:4][C:5]([N:8]2[C:12](=[O:13])[C:11](=[CH:21][C:20]3[CH:23]=[CH:24][C:25]([OH:26])=[C:18]([O:17][CH2:15][CH3:16])[CH:19]=3)[S:10][C:9]2=[S:14])=[CH:6][CH:7]=1, predict the reactants needed to synthesize it. The reactants are: [F:1][C:2]1[CH:7]=[CH:6][C:5]([N:8]2[C:12](=[O:13])[CH2:11][S:10][C:9]2=[S:14])=[CH:4][CH:3]=1.[CH2:15]([O:17][C:18]1[CH:19]=[C:20]([CH:23]=[CH:24][C:25]=1[OH:26])[CH:21]=O)[CH3:16].C([O-])(=O)C.[Na+].O. (6) Given the product [CH3:1][C:2]1[CH:10]=[CH:9][CH:8]=[CH:7][C:3]=1[C:4]([NH:25][CH2:24][C:15]1([C:18]2[CH:23]=[CH:22][CH:21]=[CH:20][CH:19]=2)[CH2:14][CH2:13][N:12]([CH3:11])[CH2:17][CH2:16]1)=[O:6], predict the reactants needed to synthesize it. The reactants are: [CH3:1][C:2]1[CH:10]=[CH:9][CH:8]=[CH:7][C:3]=1[C:4]([OH:6])=O.[CH3:11][N:12]1[CH2:17][CH2:16][C:15]([CH2:24][NH2:25])([C:18]2[CH:23]=[CH:22][CH:21]=[CH:20][CH:19]=2)[CH2:14][CH2:13]1.